The task is: Binary Classification. Given a T-cell receptor sequence (or CDR3 region) and an epitope sequence, predict whether binding occurs between them.. This data is from TCR-epitope binding with 47,182 pairs between 192 epitopes and 23,139 TCRs. (1) The epitope is ATVVIGTSK. The TCR CDR3 sequence is CASSYAGGNEQFF. Result: 1 (the TCR binds to the epitope). (2) The epitope is YEGNSPFHPL. Result: 1 (the TCR binds to the epitope). The TCR CDR3 sequence is CASSEQGSGNTIYF. (3) The epitope is LEPLVDLPI. The TCR CDR3 sequence is CASSVRGGSYNEQFF. Result: 1 (the TCR binds to the epitope). (4) The epitope is FLNRFTTTL. Result: 1 (the TCR binds to the epitope). The TCR CDR3 sequence is CASSFRLAGDYTGETQYF. (5) The TCR CDR3 sequence is CASSLEGYTYEQYF. Result: 1 (the TCR binds to the epitope). The epitope is FLNGSCGSV. (6) The epitope is GILGFVFTL. The TCR CDR3 sequence is CASSPLFGNTIYF. Result: 1 (the TCR binds to the epitope).